From a dataset of Catalyst prediction with 721,799 reactions and 888 catalyst types from USPTO. Predict which catalyst facilitates the given reaction. (1) Product: [CH3:1][C:2]1([CH3:39])[CH2:7][O:6][CH2:5][CH2:4][N:3]1[C:8]([C:10]1[N:11]=[C:12]([C:33]2[CH:37]=[CH:36][N:35]([CH3:38])[CH:34]=2)[N:13]2[C:22]3[C:17](=[CH:18][C:19]([O:31][CH3:32])=[C:20]([C:49]4[CH:50]=[CH:51][N:47]([CH3:46])[N:48]=4)[CH:21]=3)[CH2:16][CH2:15][C:14]=12)=[O:9]. The catalyst class is: 587. Reactant: [CH3:1][C:2]1([CH3:39])[CH2:7][O:6][CH2:5][CH2:4][N:3]1[C:8]([C:10]1[N:11]=[C:12]([C:33]2[CH:37]=[CH:36][N:35]([CH3:38])[CH:34]=2)[N:13]2[C:22]3[C:17](=[CH:18][C:19]([O:31][CH3:32])=[C:20](OS(C(F)(F)F)(=O)=O)[CH:21]=3)[CH2:16][CH2:15][C:14]=12)=[O:9].O1CCOCC1.[CH3:46][N:47]1[CH:51]=[CH:50][C:49](B2OC(C)(C)C(C)(C)O2)=[N:48]1.ClCCl.C(=O)([O-])[O-].[Cs+].[Cs+]. (2) Reactant: I[C:2]1[CH:7]=[CH:6][N:5]=[C:4]2[NH:8][N:9]=[CH:10][C:3]=12.[Br:11][C:12]1[CH:13]=[C:14]([C:27]([CH3:31])([CH3:30])[C:28]#[N:29])[CH:15]=[C:16](B2OC(C)(C)C(C)(C)O2)[CH:17]=1.C(=O)([O-])[O-].[Na+].[Na+]. Product: [Br:11][C:12]1[CH:13]=[C:14]([C:27]([CH3:31])([CH3:30])[C:28]#[N:29])[CH:15]=[C:16]([C:2]2[CH:7]=[CH:6][N:5]=[C:4]3[NH:8][N:9]=[CH:10][C:3]=23)[CH:17]=1. The catalyst class is: 104.